Dataset: Forward reaction prediction with 1.9M reactions from USPTO patents (1976-2016). Task: Predict the product of the given reaction. (1) Given the reactants Cl[C:2]1[N:7]=[CH:6][C:5]([C:8]2[CH:41]=[CH:40][C:11]([CH2:12][C:13]3[N:14]([C:26]4[CH:31]=[CH:30][C:29]([N:32]5[S:36](=[O:38])(=[O:37])[NH:35][C:34](=[O:39])[CH2:33]5)=[CH:28][CH:27]=4)[CH:15]=[C:16]([C:18]4[CH:23]=[CH:22][C:21]([Cl:24])=[CH:20][C:19]=4[Cl:25])[N:17]=3)=[CH:10][CH:9]=2)=[CH:4][CH:3]=1.[CH:42]1([OH:48])[CH2:47][CH2:46][CH2:45][CH2:44][CH2:43]1, predict the reaction product. The product is: [CH:42]1([O:48][C:2]2[N:7]=[CH:6][C:5]([C:8]3[CH:9]=[CH:10][C:11]([CH2:12][C:13]4[N:14]([C:26]5[CH:27]=[CH:28][C:29]([N:32]6[S:36](=[O:38])(=[O:37])[NH:35][C:34](=[O:39])[CH2:33]6)=[CH:30][CH:31]=5)[CH:15]=[C:16]([C:18]5[CH:23]=[CH:22][C:21]([Cl:24])=[CH:20][C:19]=5[Cl:25])[N:17]=4)=[CH:40][CH:41]=3)=[CH:4][CH:3]=2)[CH2:47][CH2:46][CH2:45][CH2:44][CH2:43]1. (2) Given the reactants Cl.O.[OH:3][C:4]12[C:15]3[C:10](=[C:11]([N+:16]([O-])=O)[CH:12]=[CH:13][CH:14]=3)[C:9](=[O:19])[C:8]1([NH:20][C:21](=[O:28])[C:22]1[CH:27]=[CH:26][CH:25]=[N:24][CH:23]=1)[C:7]1[CH:29]=[C:30]([CH3:34])[C:31]([CH3:33])=[CH:32][C:6]=1[O:5]2, predict the reaction product. The product is: [NH2:16][C:11]1[CH:12]=[CH:13][CH:14]=[C:15]2[C:10]=1[C:9](=[O:19])[C:8]1([NH:20][C:21](=[O:28])[C:22]3[CH:27]=[CH:26][CH:25]=[N:24][CH:23]=3)[C:7]3[CH:29]=[C:30]([CH3:34])[C:31]([CH3:33])=[CH:32][C:6]=3[O:5][C:4]12[OH:3]. (3) Given the reactants [NH2:1][C@@H:2]1[CH2:7][CH2:6][N:5]([C:8]([O:10][CH2:11][C:12]2[CH:17]=[CH:16][CH:15]=[CH:14][CH:13]=2)=[O:9])[CH2:4][C@H:3]1OS(C1C=CC(C)=CC=1)(=O)=O.N[C@H]1[C@H](OS(C2C=CC(C)=CC=2)(=O)=O)CCN(C(OCC2C=CC=CC=2)=O)C1.CCN(C(C)C)C(C)C.[CH3:66][C:67]([O:70][C:71](O[C:71]([O:70][C:67]([CH3:69])([CH3:68])[CH3:66])=[O:72])=[O:72])([CH3:69])[CH3:68], predict the reaction product. The product is: [CH:3]12[N:1]([C:71]([O:70][C:67]([CH3:69])([CH3:68])[CH3:66])=[O:72])[CH:2]1[CH2:7][CH2:6][N:5]([C:8]([O:10][CH2:11][C:12]1[CH:13]=[CH:14][CH:15]=[CH:16][CH:17]=1)=[O:9])[CH2:4]2.